The task is: Predict the product of the given reaction.. This data is from Forward reaction prediction with 1.9M reactions from USPTO patents (1976-2016). (1) Given the reactants [CH2:1]([C:4]1[CH:9]=[CH:8][C:7]([CH2:10][CH2:11][CH:12]=[O:13])=[CH:6][CH:5]=1)[CH2:2][CH3:3].C[C@H](NC([C@H]1N(C([C@@H](NC([C@@H](N)CC2C=CC(O)=CC=2)=O)CC(O)=O)=O)CCC1)=O)C(N1[C@H](C(N2[C@H](C(N3[C@H](C(N4[C@H](C(N5[C@H](C(N6[C@H](C(O)=O)CCC6)=O)CCC5)=O)CCC4)=O)CCC3)=O)CCC2)=O)CCC1)=O, predict the reaction product. The product is: [CH2:1]([CH:4]1[CH2:9][CH2:8][CH:7]([CH2:10][CH2:11][CH:12]=[O:13])[CH2:6][CH2:5]1)[CH2:2][CH3:3]. (2) Given the reactants [CH3:1][C:2]1[CH:3]=[C:4]([CH:18]=[CH:19][C:20]=1[CH3:21])[C:5]([C:7]1[CH:15]=[CH:14][C:13]([O:16][CH3:17])=[CH:12][C:8]=1[C:9](O)=[O:10])=O.O.[NH2:23][NH2:24], predict the reaction product. The product is: [CH3:1][C:2]1[CH:3]=[C:4]([C:5]2[C:7]3[C:8](=[CH:12][C:13]([O:16][CH3:17])=[CH:14][CH:15]=3)[C:9](=[O:10])[NH:24][N:23]=2)[CH:18]=[CH:19][C:20]=1[CH3:21]. (3) Given the reactants [Cl:1][C:2]1[CH:27]=[CH:26][C:5]([CH2:6][N:7]2[C:15]3[C:10](=[CH:11][C:12]([CH:16]=[C:17]4[S:21][C:20](SCC)=[N:19][C:18]4=[O:25])=[CH:13][CH:14]=3)[CH:9]=[N:8]2)=[C:4]([C:28]([F:31])([F:30])[F:29])[CH:3]=1.[NH:32]1[CH2:38][CH2:37][CH2:36][NH:35][CH2:34][CH2:33]1, predict the reaction product. The product is: [Cl:1][C:2]1[CH:27]=[CH:26][C:5]([CH2:6][N:7]2[C:15]3[C:10](=[CH:11][C:12]([CH:16]=[C:17]4[S:21][C:20]([N:32]5[CH2:38][CH2:37][CH2:36][NH:35][CH2:34][CH2:33]5)=[N:19][C:18]4=[O:25])=[CH:13][CH:14]=3)[CH:9]=[N:8]2)=[C:4]([C:28]([F:30])([F:29])[F:31])[CH:3]=1. (4) Given the reactants [CH2:1]([O:3][C:4]([C:6]1[N:7]=[C:8]([N:11]2[CH2:15][CH2:14][C@@H:13]([OH:16])[CH2:12]2)[S:9][CH:10]=1)=[O:5])[CH3:2].[CH3:17][S:18](Cl)(=[O:20])=[O:19].C(N(CC)CC)C.C(O)C, predict the reaction product. The product is: [CH2:1]([O:3][C:4]([C:6]1[N:7]=[C:8]([N:11]2[CH2:15][CH2:14][C@@H:13]([O:16][S:18]([CH3:17])(=[O:20])=[O:19])[CH2:12]2)[S:9][CH:10]=1)=[O:5])[CH3:2]. (5) Given the reactants [CH2:1]1[CH:8]2[N:4]([C:5](=[O:9])[CH2:6][CH2:7]2)[C:3](=[O:10])[CH2:2]1.[O:11]([C:18]1[CH:19]=[C:20]([CH:23]=[CH:24][CH:25]=1)[CH2:21]Cl)[C:12]1[CH:17]=[CH:16][CH:15]=[CH:14][CH:13]=1, predict the reaction product. The product is: [O:9]=[C:5]([CH2:21][C:20]1[CH:23]=[CH:24][CH:25]=[C:18]([O:11][C:12]2[CH:17]=[CH:16][CH:15]=[CH:14][CH:13]=2)[CH:19]=1)[CH2:6][CH2:7][CH:8]1[NH:4][C:3](=[O:10])[CH2:2][CH2:1]1. (6) Given the reactants Cl[C:2]1[N:7]=[CH:6][N:5]=[C:4]([N:8]2[CH2:13][CH2:12][CH:11]([CH:14]3[CH2:19][CH2:18][N:17]([C:20]([O:22][C:23]([CH3:26])([CH3:25])[CH3:24])=[O:21])[CH2:16][CH2:15]3)[CH2:10][CH2:9]2)[CH:3]=1.[C:27]1([CH2:33][OH:34])[CH:32]=[CH:31][CH:30]=[CH:29][CH:28]=1.[H-].[Na+], predict the reaction product. The product is: [CH2:33]([O:34][C:2]1[N:7]=[CH:6][N:5]=[C:4]([N:8]2[CH2:13][CH2:12][CH:11]([CH:14]3[CH2:19][CH2:18][N:17]([C:20]([O:22][C:23]([CH3:26])([CH3:25])[CH3:24])=[O:21])[CH2:16][CH2:15]3)[CH2:10][CH2:9]2)[CH:3]=1)[C:27]1[CH:32]=[CH:31][CH:30]=[CH:29][CH:28]=1. (7) Given the reactants [CH:1]1([C:4]2[N:8]=[C:7]([C:9]3[C:17]4[CH2:16][CH2:15][O:14][CH2:13][C:12]=4[S:11][C:10]=3[NH:18]C(C3CCCC=3C(O)=O)=O)[O:6][N:5]=2)[CH2:3][CH2:2]1.[C:29]([O:33][C:34]([C:36]1[C:37]([C:43]([OH:45])=O)=[N:38][N:39]([CH3:42])[C:40]=1[CH3:41])=[O:35])([CH3:32])([CH3:31])[CH3:30].F[B-](F)(F)F.BrC1C=CC=C[N+]=1CC, predict the reaction product. The product is: [CH:1]1([C:4]2[N:8]=[C:7]([C:9]3[C:17]4[CH2:16][CH2:15][O:14][CH2:13][C:12]=4[S:11][C:10]=3[NH:18][C:43]([C:37]3[C:36]([C:34]([O:33][C:29]([CH3:30])([CH3:31])[CH3:32])=[O:35])=[C:40]([CH3:41])[N:39]([CH3:42])[N:38]=3)=[O:45])[O:6][N:5]=2)[CH2:3][CH2:2]1. (8) Given the reactants C(=O)([O-])O.[Na+].Cl.[NH2:7][OH:8].[F:9][C:10]1[C:17]([O:18][CH3:19])=[CH:16][CH:15]=[CH:14][C:11]=1[CH:12]=O, predict the reaction product. The product is: [F:9][C:10]1[C:17]([O:18][CH3:19])=[CH:16][CH:15]=[CH:14][C:11]=1[CH:12]=[N:7][OH:8]. (9) Given the reactants [F:1][C:2]1[CH:3]=[CH:4][C:5]([O:15][CH2:16][C:17]2[CH:22]=[CH:21][C:20]([F:23])=[CH:19][CH:18]=2)=[C:6]([C:8](=O)[CH2:9][CH2:10][C:11](=O)[CH3:12])[CH:7]=1.[CH3:24][O:25][C:26](=[O:38])[C:27]1[CH:32]=[C:31]([C:33]([F:36])([F:35])[F:34])[CH:30]=[C:29]([NH2:37])[CH:28]=1.CC1C=CC(S(O)(=O)=O)=CC=1.Cl, predict the reaction product. The product is: [CH3:3][CH2:4][CH2:5][CH:6]([CH3:8])[CH3:7].[CH3:2][CH2:24][O:25][C:26]([CH3:27])=[O:38].[CH3:24][O:25][C:26](=[O:38])[C:27]1[CH:32]=[C:31]([C:33]([F:36])([F:35])[F:34])[CH:30]=[C:29]([N:37]2[C:11]([CH3:12])=[CH:10][CH:9]=[C:8]2[C:6]2[CH:7]=[C:2]([F:1])[CH:3]=[CH:4][C:5]=2[O:15][CH2:16][C:17]2[CH:22]=[CH:21][C:20]([F:23])=[CH:19][CH:18]=2)[CH:28]=1. (10) Given the reactants [C:1]([C:5]1[CH:6]=[C:7]([CH3:12])[CH:8]=[C:9]([CH3:11])[CH:10]=1)([CH3:4])([CH3:3])[CH3:2].[C:13](Cl)(=[O:16])[CH:14]=[CH2:15].[Cl-].[Al+3].[Cl-].[Cl-], predict the reaction product. The product is: [CH3:12][C:7]1[CH:6]=[C:5]([C:1]([CH3:4])([CH3:3])[CH3:2])[CH:10]=[C:9]([CH3:11])[C:8]=1[C:13](=[O:16])[CH:14]=[CH2:15].